From a dataset of Forward reaction prediction with 1.9M reactions from USPTO patents (1976-2016). Predict the product of the given reaction. (1) The product is: [Cl:1][C:2]1[CH:3]=[CH:4][C:5]([NH2:17])=[C:6]([N:8]2[C:16]3[C:11](=[N:12][CH:13]=[CH:14][CH:15]=3)[N:10]=[N:9]2)[CH:7]=1. Given the reactants [Cl:1][C:2]1[CH:3]=[CH:4][C:5]([N+:17]([O-])=O)=[C:6]([N:8]2[C:16]3[C:11](=[N:12][CH:13]=[CH:14][CH:15]=3)[N:10]=[N:9]2)[CH:7]=1.NC1C=CC=CC=1, predict the reaction product. (2) The product is: [NH2:12][C@@H:13]1[CH2:19][CH2:18][C@@H:17]2[N:20]([CH2:21][C:22]3[CH:23]=[CH:24][CH:25]=[CH:26][CH:27]=3)[C@@:14]1([C:37]1[CH:42]=[CH:41][CH:40]=[CH:39][CH:38]=1)[CH2:15][CH2:16]2. Given the reactants [Li].C1C2C(=CC=CC=2)C=CC=1.[NH2:12][C@@H:13]1[CH2:19][CH2:18][C@@H:17]2[N:20]([CH2:21][C:22]3[CH:27]=[CH:26][CH:25]=[CH:24][CH:23]=3)[C@@:14]1([C:37]1[CH:42]=[CH:41][CH:40]=[CH:39][CH:38]=1)[CH2:15][C@H:16]2S(C1C=CC=CC=1)(=O)=O, predict the reaction product. (3) Given the reactants C1C([N+]([O-])=O)=CC=C([O:10][C@@H:11]2[O:16][C@H:15]([CH2:17][OH:18])[C@@H:14]([OH:19])[C@H:13]([OH:20])[C@H:12]2[OH:21])C=1, predict the reaction product. The product is: [O:10]=[CH:11][C@@H:12]([C@H:13]([C@@H:14]([C@@H:15]([CH2:17][OH:18])[OH:16])[OH:19])[OH:20])[OH:21]. (4) Given the reactants [Cl:1][C:2]1[CH:7]=[CH:6][C:5]([CH2:8][CH2:9][NH:10][C:11](=[O:17])[CH2:12][C:13]([F:16])([F:15])[F:14])=[CH:4][C:3]=1[CH:18]=O.CCN(CC)CC.[CH:27]1([NH2:30])[CH2:29][CH2:28]1.[BH4-].[Na+].C([O-])(O)=O.[Na+], predict the reaction product. The product is: [Cl:1][C:2]1[CH:7]=[CH:6][C:5]([CH2:8][CH2:9][NH:10][C:11](=[O:17])[CH2:12][C:13]([F:16])([F:15])[F:14])=[CH:4][C:3]=1[CH2:18][NH:30][CH:27]1[CH2:29][CH2:28]1.